This data is from Forward reaction prediction with 1.9M reactions from USPTO patents (1976-2016). The task is: Predict the product of the given reaction. (1) Given the reactants [Li+].[OH-].C[O:4][C:5]([C@H:7]1[CH2:12][CH2:11][C@H:10]([CH2:13][N:14]2[C:18]3[CH:19]=[C:20]([O:23]C4CCCCO4)[CH:21]=[CH:22][C:17]=3[N:16]([CH3:30])[C:15]2=[O:31])[CH2:9][CH2:8]1)=[O:6].Cl, predict the reaction product. The product is: [OH:23][C:20]1[CH:21]=[CH:22][C:17]2[N:16]([CH3:30])[C:15](=[O:31])[N:14]([CH2:13][C@H:10]3[CH2:11][CH2:12][C@H:7]([C:5]([OH:6])=[O:4])[CH2:8][CH2:9]3)[C:18]=2[CH:19]=1. (2) The product is: [NH2:3][O:12][CH2:13][C:14]([O:16][C:17]([CH3:20])([CH3:19])[CH3:18])=[O:15]. Given the reactants O=C1C2C(=CC=CC=2)C(=O)[N:3]1[O:12][CH2:13][C:14]([O:16][C:17]([CH3:20])([CH3:19])[CH3:18])=[O:15].NN, predict the reaction product. (3) Given the reactants [Cl:1][C:2]1[CH:3]=[C:4]([CH:9]([CH:15]2[CH2:18][N:17]([C:19]([O:21][C:22]([CH3:25])([CH3:24])[CH3:23])=[O:20])[CH2:16]2)CS(C)(=O)=O)[CH:5]=[CH:6][C:7]=1[Cl:8].[CH:26]1([OH:31])[CH2:30][CH2:29][CH2:28][CH2:27]1, predict the reaction product. The product is: [CH:26]1([O:31][CH:9]([C:4]2[CH:5]=[CH:6][C:7]([Cl:8])=[C:2]([Cl:1])[CH:3]=2)[CH:15]2[CH2:16][N:17]([C:19]([O:21][C:22]([CH3:23])([CH3:24])[CH3:25])=[O:20])[CH2:18]2)[CH2:30][CH2:29][CH2:28][CH2:27]1. (4) Given the reactants C(Cl)(=O)C(Cl)=O.CS(C)=O.[CH2:11]([N:13]([CH2:24][CH3:25])[C:14]([C:16]1[CH:23]=[CH:22][C:19]([CH2:20][OH:21])=[CH:18][CH:17]=1)=[O:15])[CH3:12].C(N(CC)CC)C, predict the reaction product. The product is: [CH2:24]([N:13]([CH2:11][CH3:12])[C:14]([C:16]1[CH:17]=[CH:18][C:19]([CH:20]=[O:21])=[CH:22][CH:23]=1)=[O:15])[CH3:25]. (5) Given the reactants [C:1]([C@@:18]1([N:26]2[C:36]3[N:35]=[C:33]([NH2:34])[NH:32][C:30](=[O:31])[C:29]=3[N:28]=[CH:27]2)[O:25][C@H:22]([CH2:23][OH:24])[C@@H:20]([OH:21])[CH2:19]1)(=[O:17])[CH2:2][CH2:3][CH2:4][CH2:5][CH2:6][CH2:7][CH2:8][CH2:9][CH2:10][CH2:11][CH2:12][CH2:13][CH2:14][CH2:15][CH3:16].[SH:37]C1N(C2N=C(N)NC(=O)C=2N=1)[C@@H]1O[C@H](CO)[C@@H](O)[C@H]1O.O.[C@@H]1(N2C3N=C(N)NC(=O)C=3N=C2)O[C@H](CO)[C@@H](O)C1, predict the reaction product. The product is: [C:1]([C@@:18]1([N:26]2[C:36]3[N:35]=[C:33]([NH2:34])[NH:32][C:30](=[O:31])[C:29]=3[N:28]=[C:27]2[SH:37])[O:25][C@H:22]([CH2:23][OH:24])[C@@H:20]([OH:21])[CH2:19]1)(=[O:17])[CH2:2][CH2:3][CH2:4][CH2:5][CH2:6][CH2:7][CH2:8][CH2:9][CH2:10][CH2:11][CH2:12][CH2:13][CH2:14][CH2:15][CH3:16]. (6) The product is: [CH3:21][C:18]1[CH:17]=[CH:16][C:15]([N:6]2[C:7](=[O:14])[C:8]3[S:13][CH:12]=[CH:11][C:9]=3[N:10]=[C:5]2[CH:2]([NH:1][C:23]2[N:31]=[CH:30][N:29]=[C:28]3[C:24]=2[N:25]=[CH:26][N:27]3[CH:32]2[CH2:37][CH2:36][CH2:35][CH2:34][O:33]2)[CH2:3][CH3:4])=[CH:20][CH:19]=1. Given the reactants [NH2:1][CH:2]([C:5]1[N:6]([C:15]2[CH:20]=[CH:19][C:18]([CH3:21])=[CH:17][CH:16]=2)[C:7](=[O:14])[C:8]2[S:13][CH:12]=[CH:11][C:9]=2[N:10]=1)[CH2:3][CH3:4].Cl[C:23]1[N:31]=[CH:30][N:29]=[C:28]2[C:24]=1[N:25]=[CH:26][N:27]2[CH:32]1[CH2:37][CH2:36][CH2:35][CH2:34][O:33]1, predict the reaction product. (7) Given the reactants [C:1]1([CH2:7][O:8][C:9]2[CH:17]=[CH:16][C:15]([C:18]3[CH:23]=[CH:22][N:21]=[CH:20][CH:19]=3)=[CH:14][C:10]=2[C:11]([OH:13])=O)[CH:6]=[CH:5][CH:4]=[CH:3][CH:2]=1.C(Cl)CCl.C1C=CC2N(O)N=NC=2C=1.[CH3:38][O:39][C:40]1[C:45]([NH2:46])=[CH:44][CH:43]=[CH:42][N:41]=1, predict the reaction product. The product is: [CH3:38][O:39][C:40]1[C:45]([NH:46][C:11](=[O:13])[C:10]2[CH:14]=[C:15]([C:18]3[CH:23]=[CH:22][N:21]=[CH:20][CH:19]=3)[CH:16]=[CH:17][C:9]=2[O:8][CH2:7][C:1]2[CH:2]=[CH:3][CH:4]=[CH:5][CH:6]=2)=[CH:44][CH:43]=[CH:42][N:41]=1. (8) The product is: [C:22]([C:19]1[CH:18]=[CH:17][C:16]([C:13]2[O:12][C:11]([C@H:10]([NH:24][C:25]3[CH:32]=[CH:31][C:28]([C:29]#[N:30])=[C:27]([C:33]([F:34])([F:36])[F:35])[C:26]=3[CH3:37])[C@@H:9]([OH:8])[CH3:38])=[N:15][N:14]=2)=[CH:21][CH:20]=1)#[N:23]. Given the reactants [Si]([O:8][C@@H:9]([CH3:38])[C@@H:10]([NH:24][C:25]1[CH:32]=[CH:31][C:28]([C:29]#[N:30])=[C:27]([C:33]([F:36])([F:35])[F:34])[C:26]=1[CH3:37])[C:11]1[O:12][C:13]([C:16]2[CH:21]=[CH:20][C:19]([C:22]#[N:23])=[CH:18][CH:17]=2)=[N:14][N:15]=1)(C(C)(C)C)(C)C.CCCC[N+](CCCC)(CCCC)CCCC.[F-].[NH4+].[Cl-], predict the reaction product. (9) Given the reactants Cl[C:2]1[N:7]=[CH:6][C:5]([CH2:8][C:9]2[CH:10]=[C:11]3[C:16](=[C:17]4[CH:22]=[CH:21][CH:20]=[CH:19][C:18]=24)[N:15]=[CH:14][N:13]([C@@H:23]2[CH2:28][CH2:27][CH2:26][CH2:25][C@H:24]2[OH:29])[C:12]3=[O:30])=[CH:4][CH:3]=1.CN[C@@H]1CCCC[C@H]1NC.[CH3:41][OH:42], predict the reaction product. The product is: [OH:29][C@@H:24]1[CH2:25][CH2:26][CH2:27][CH2:28][C@H:23]1[N:13]1[C:12](=[O:30])[C:11]2[C:16](=[C:17]3[CH:22]=[CH:21][CH:20]=[CH:19][C:18]3=[C:9]([CH2:8][C:5]3[CH:6]=[N:7][C:2]([O:42][CH3:41])=[CH:3][CH:4]=3)[CH:10]=2)[N:15]=[CH:14]1.